From a dataset of Peptide-MHC class I binding affinity with 185,985 pairs from IEDB/IMGT. Regression. Given a peptide amino acid sequence and an MHC pseudo amino acid sequence, predict their binding affinity value. This is MHC class I binding data. (1) The peptide sequence is FGPIGKLIA. The MHC is HLA-A02:02 with pseudo-sequence HLA-A02:02. The binding affinity (normalized) is 0.117. (2) The peptide sequence is LLDAHIPQL. The MHC is HLA-B15:01 with pseudo-sequence HLA-B15:01. The binding affinity (normalized) is 0.473. (3) The peptide sequence is FRNLAYGRTCVLGK. The MHC is HLA-A31:01 with pseudo-sequence HLA-A31:01. The binding affinity (normalized) is 0.0316. (4) The peptide sequence is DAKNDDWKK. The MHC is HLA-A68:01 with pseudo-sequence HLA-A68:01. The binding affinity (normalized) is 0.571. (5) The peptide sequence is SAFNDDGIYI. The MHC is HLA-A02:03 with pseudo-sequence HLA-A02:03. The binding affinity (normalized) is 0.610. (6) The peptide sequence is FPVTPQVPL. The MHC is HLA-A69:01 with pseudo-sequence HLA-A69:01. The binding affinity (normalized) is 0.553. (7) The peptide sequence is VYIPPYCTI. The MHC is HLA-A30:02 with pseudo-sequence HLA-A30:02. The binding affinity (normalized) is 0.460.